From a dataset of Reaction yield outcomes from USPTO patents with 853,638 reactions. Predict the reaction yield, written as a fraction of the theoretical maximum amount of product (1.0 means a 100% yield; for example, 0.34 means a 34% yield). (1) The reactants are Br[C:2]1[C:11]([F:12])=[C:10]2[C:5]([C:6]([N:13]3[CH2:18][CH2:17][N:16]([C:19](=[O:22])[CH:20]=[CH2:21])[CH2:15][CH2:14]3)=[N:7][CH:8]=[N:9]2)=[CH:4][C:3]=1[Cl:23].[CH3:24][C:25]1[C:26](B(O)O)=[C:27]2[C:31](=[CH:32][CH:33]=1)[NH:30][N:29]=[CH:28]2.C([O-])([O-])=O.[Na+].[Na+]. The catalyst is C1C=CC([P]([Pd]([P](C2C=CC=CC=2)(C2C=CC=CC=2)C2C=CC=CC=2)([P](C2C=CC=CC=2)(C2C=CC=CC=2)C2C=CC=CC=2)[P](C2C=CC=CC=2)(C2C=CC=CC=2)C2C=CC=CC=2)(C2C=CC=CC=2)C2C=CC=CC=2)=CC=1.O1CCOCC1. The product is [Cl:23][C:3]1[CH:4]=[C:5]2[C:10](=[C:11]([F:12])[C:2]=1[C:26]1[C:25]([CH3:24])=[CH:33][CH:32]=[C:31]3[C:27]=1[CH:28]=[N:29][NH:30]3)[N:9]=[CH:8][N:7]=[C:6]2[N:13]1[CH2:18][CH2:17][N:16]([C:19](=[O:22])[CH:20]=[CH2:21])[CH2:15][CH2:14]1. The yield is 0.266. (2) The reactants are [OH:1][CH2:2][CH:3]([C:9]1[CH:14]=[CH:13][C:12]([N+:15]([O-])=O)=[C:11]([O:18][CH3:19])[CH:10]=1)[CH2:4][NH:5][C:6](=[O:8])[CH3:7]. The catalyst is C(O)C.[Pt](=O)=O. The product is [NH2:15][C:12]1[CH:13]=[CH:14][C:9]([CH:3]([CH2:2][OH:1])[CH2:4][NH:5][C:6](=[O:8])[CH3:7])=[CH:10][C:11]=1[O:18][CH3:19]. The yield is 0.800. (3) The reactants are [CH3:1][O:2][C:3]1[CH:4]=[C:5]([C:13]2[CH:14]=[C:15]3[CH2:21][C:20](=[O:22])[N:19](COCC[Si](C)(C)C)[C:16]3=[N:17][CH:18]=2)[CH:6]=[C:7]([O:11][CH3:12])[C:8]=1[O:9][CH3:10].C(=O)([O-])[O-].[Cs+].[Cs+].I[CH2:38][CH2:39][CH2:40][CH2:41]I. The catalyst is CN(C=O)C. The product is [CH3:12][O:11][C:7]1[CH:6]=[C:5]([C:13]2[CH:14]=[C:15]3[C:21]4([CH2:41][CH2:40][CH2:39][CH2:38]4)[C:20](=[O:22])[NH:19][C:16]3=[N:17][CH:18]=2)[CH:4]=[C:3]([O:2][CH3:1])[C:8]=1[O:9][CH3:10]. The yield is 0.510. (4) The product is [C:19]([C:7]1[C:2]([C:35]([N:33]2[CH2:34][CH2:14][NH:13][CH2:10][CH2:32]2)=[O:36])=[N:3][CH:4]=[CH:5][CH:6]=1)([O:21][C:22]([CH3:23])([CH3:24])[CH3:25])=[O:20]. The reactants are Br[C:2]1[C:7](C=O)=[CH:6][CH:5]=[CH:4][N:3]=1.[CH:10]([N:13](C(C)C)[CH2:14]C)(C)C.[C:19](N1CCNCC1)([O:21][C:22]([CH3:25])([CH3:24])[CH3:23])=[O:20].[CH3:32][N:33]([CH:35]=[O:36])[CH3:34]. The yield is 0.670. No catalyst specified.